From a dataset of Catalyst prediction with 721,799 reactions and 888 catalyst types from USPTO. Predict which catalyst facilitates the given reaction. (1) Reactant: Cl[C:2]([F:7])([F:6])C([O-])=O.[Na+].[OH:9][C:10]1[CH:11]=[C:12]([CH:15]=[CH:16][CH:17]=1)[CH:13]=[O:14].C(=O)([O-])[O-].[K+].[K+]. Product: [F:7][CH:2]([F:6])[O:9][C:10]1[CH:11]=[C:12]([CH:15]=[CH:16][CH:17]=1)[CH:13]=[O:14]. The catalyst class is: 18. (2) Reactant: C=O.[C:3]1([NH:9][CH:10]2[CH2:15][CH2:14][N:13]([C:16](=[O:37])[CH2:17][CH2:18][C:19]3[C:27]4[C:22](=[CH:23][CH:24]=[C:25]([Cl:28])[CH:26]=4)[N:21]([CH3:29])[C:20]=3[C:30]3[CH:35]=[CH:34][C:33]([Cl:36])=[CH:32][CH:31]=3)[CH2:12][CH2:11]2)[CH:8]=[CH:7][CH:6]=[CH:5][CH:4]=1.[C:38]([BH3-])#N.[Na+].C(O)(=O)C. Product: [CH3:38][N:9]([C:3]1[CH:4]=[CH:5][CH:6]=[CH:7][CH:8]=1)[CH:10]1[CH2:15][CH2:14][N:13]([C:16](=[O:37])[CH2:17][CH2:18][C:19]2[C:27]3[C:22](=[CH:23][CH:24]=[C:25]([Cl:28])[CH:26]=3)[N:21]([CH3:29])[C:20]=2[C:30]2[CH:35]=[CH:34][C:33]([Cl:36])=[CH:32][CH:31]=2)[CH2:12][CH2:11]1. The catalyst class is: 10. (3) Reactant: [CH2:1]([O:3][C:4]1[CH:5]=[C:6]([C:10]2[CH:15]=[CH:14][C:13]([CH:16]=O)=[CH:12][CH:11]=2)[CH:7]=[CH:8][CH:9]=1)[CH3:2].[C:18]([OH:23])(=[O:22])[C:19]([CH3:21])=[O:20].[OH-].[K+]. Product: [CH2:1]([O:3][C:4]1[CH:5]=[C:6]([C:10]2[CH:11]=[CH:12][C:13]([CH:16]=[CH:21][C:19](=[O:20])[C:18]([OH:23])=[O:22])=[CH:14][CH:15]=2)[CH:7]=[CH:8][CH:9]=1)[CH3:2]. The catalyst class is: 5. (4) Reactant: C(=O)([O-])[O-].[Cs+].[Cs+].[OH:7][C:8]1[C:13]2[O:14][C:15]([CH3:20])([CH3:19])[O:16][C:17](=[O:18])[C:12]=2[CH:11]=[CH:10][CH:9]=1.I[CH:22]([CH3:24])[CH3:23]. Product: [CH3:19][C:15]1([CH3:20])[O:14][C:13]2[C:8]([O:7][CH:22]([CH3:24])[CH3:23])=[CH:9][CH:10]=[CH:11][C:12]=2[C:17](=[O:18])[O:16]1. The catalyst class is: 9. (5) Reactant: [CH2:1]([O:3][C:4]([C:6]1[NH:7][C:8]2[C:13]([C:14]=1[CH2:15][CH2:16][CH2:17][C:18](O)=[O:19])=[CH:12][C:11]([Br:21])=[CH:10][CH:9]=2)=[O:5])[CH3:2].C(N(CC)CC)C.ClC(OCC)=O.[N-:35]=[N+:36]=[N-:37].[Na+]. Product: [CH2:1]([O:3][C:4]([C:6]1[NH:7][C:8]2[C:13]([C:14]=1[CH2:15][CH2:16][CH2:17][C:18]([N:35]=[N+:36]=[N-:37])=[O:19])=[CH:12][C:11]([Br:21])=[CH:10][CH:9]=2)=[O:5])[CH3:2]. The catalyst class is: 95. (6) Reactant: [Cl:1][C:2]1[CH:7]=[CH:6][C:5]([N:8]2[C:13](=[O:14])[C:12]3[CH:15]=[N:16][N:17]([C:18]4[CH:23]=[CH:22][CH:21]=[CH:20][CH:19]=4)[C:11]=3[N:10]=[C:9]2[C:24]2[CH:29]=[CH:28][C:27]([C:30](=O)[CH:31]=[CH:32]N(C)C)=[CH:26][CH:25]=2)=[CH:4][CH:3]=1.Cl.[NH2:38][C:39]([NH2:41])=[NH:40].[OH-].[Na+].[NH4+].[Cl-]. Product: [NH2:40][C:39]1[N:41]=[C:30]([C:27]2[CH:26]=[CH:25][C:24]([C:9]3[N:8]([C:5]4[CH:4]=[CH:3][C:2]([Cl:1])=[CH:7][CH:6]=4)[C:13](=[O:14])[C:12]4[CH:15]=[N:16][N:17]([C:18]5[CH:23]=[CH:22][CH:21]=[CH:20][CH:19]=5)[C:11]=4[N:10]=3)=[CH:29][CH:28]=2)[CH:31]=[CH:32][N:38]=1. The catalyst class is: 5. (7) Reactant: [CH3:1][C:2]1[CH:18]=[CH:17][C:5]([CH:6]2[C:15](=O)[C:14]3[C:9](=[CH:10][CH:11]=[CH:12][CH:13]=3)[O:8][CH2:7]2)=[CH:4][CH:3]=1.N1C=CC=CC=1.C(O)C.Cl.Cl.[CH3:30][N:31]([CH3:36])[CH2:32][CH2:33][O:34][NH2:35]. Product: [CH3:30][N:31]([CH3:36])[CH2:32][CH2:33][O:34][N:35]=[C:15]1[C:14]2[C:9](=[CH:10][CH:11]=[CH:12][CH:13]=2)[O:8][CH2:7][CH:6]1[C:5]1[CH:17]=[CH:18][C:2]([CH3:1])=[CH:3][CH:4]=1. The catalyst class is: 6. (8) Reactant: C(=O)([O-])[O-].[Cs+].[Cs+].CC1(C)C2C(=C(P(C3C=CC=CC=3)C3C=CC=CC=3)C=CC=2)OC2C(P(C3C=CC=CC=3)C3C=CC=CC=3)=CC=CC1=2.[CH2:49]([O:56][C:57]1[CH:62]=[C:61]([C:63]2[CH:68]=[CH:67][CH:66]=[CH:65][CH:64]=2)[CH:60]=[C:59](Cl)[N:58]=1)[C:50]1[CH:55]=[CH:54][CH:53]=[CH:52][CH:51]=1.COC1C=C(OC)C=CC=1C[NH2:75].FC(F)(F)C(O)=O. The catalyst class is: 62. Product: [CH2:49]([O:56][C:57]1[N:58]=[C:59]([NH2:75])[CH:60]=[C:61]([C:63]2[CH:68]=[CH:67][CH:66]=[CH:65][CH:64]=2)[CH:62]=1)[C:50]1[CH:55]=[CH:54][CH:53]=[CH:52][CH:51]=1. (9) Reactant: [CH:1](Br)([C:8]1[CH:13]=[CH:12][CH:11]=[CH:10][CH:9]=1)[C:2]1[CH:7]=[CH:6][CH:5]=[CH:4][CH:3]=1.C([O-])([O-])=O.[Cs+].[Cs+].[C:21](#[N:23])[CH3:22]. Product: [CH:1]([N:23]1[C:7]2[C:2](=[CH:3][CH:4]=[CH:5][CH:6]=2)[CH:22]=[CH:21]1)([C:8]1[CH:13]=[CH:12][CH:11]=[CH:10][CH:9]=1)[C:2]1[CH:7]=[CH:6][CH:5]=[CH:4][CH:3]=1. The catalyst class is: 6. (10) Reactant: [Cl:1][C:2]1[CH:21]=[C:20]([F:22])[C:19]([N+:23]([O-])=O)=[CH:18][C:3]=1[C:4]([NH:6][CH2:7][C:8]([O:10]CC1C=CC=CC=1)=[O:9])=[O:5]. Product: [NH2:23][C:19]1[C:20]([F:22])=[CH:21][C:2]([Cl:1])=[C:3]([CH:18]=1)[C:4]([NH:6][CH2:7][C:8]([OH:10])=[O:9])=[O:5]. The catalyst class is: 99.